From a dataset of Human intestinal absorption (HIA) binary classification data from Hou et al.. Regression/Classification. Given a drug SMILES string, predict its absorption, distribution, metabolism, or excretion properties. Task type varies by dataset: regression for continuous measurements (e.g., permeability, clearance, half-life) or binary classification for categorical outcomes (e.g., BBB penetration, CYP inhibition). Dataset: hia_hou. The drug is OCCN1CCN(CC/C=C2\c3ccccc3Sc3ccc(C(F)(F)F)cc32)CC1. The result is 1 (good absorption).